From a dataset of Full USPTO retrosynthesis dataset with 1.9M reactions from patents (1976-2016). Predict the reactants needed to synthesize the given product. (1) Given the product [CH3:1][CH2:2][C@@:3]12[C@:11]([O:14][C:15]([CH3:17])=[O:16])([C:12]#[CH:13])[CH2:10][CH2:9][C@H:8]1[C@@H:7]1[CH2:18][CH2:19][C:20]3[C@@H:27]([C@H:6]1[CH2:5][CH2:4]2)[CH2:26][CH2:25]/[C:22](=[N:23]\[OH:24])/[CH:21]=3.[OH:28][CH:29]1[O:48][C@H:47]([CH2:49][OH:50])[C@@H:34]([O:35][C@@H:36]2[O:44][C@H:43]([CH2:45][OH:46])[C@H:41]([OH:42])[C@H:39]([OH:40])[C@H:37]2[OH:38])[C@H:32]([OH:33])[C@H:30]1[OH:31], predict the reactants needed to synthesize it. The reactants are: [CH3:1][CH2:2][C@@:3]12[C@:11]([O:14][C:15]([CH3:17])=[O:16])([C:12]#[CH:13])[CH2:10][CH2:9][C@H:8]1[C@@H:7]1[CH2:18][CH2:19][C:20]3[C@@H:27]([C@H:6]1[CH2:5][CH2:4]2)[CH2:26][CH2:25]/[C:22](=[N:23]\[OH:24])/[CH:21]=3.[OH:28][CH:29]1[O:48][C@H:47]([CH2:49][OH:50])[C@@H:34]([O:35][C@@H:36]2[O:44][C@H:43]([CH2:45][OH:46])[C@H:41]([OH:42])[C@H:39]([OH:40])[C@H:37]2[OH:38])[C@H:32]([OH:33])[C@H:30]1[OH:31]. (2) Given the product [CH:31]([N:30]([CH3:29])[C:26]([CH:24]1[CH2:23][CH2:22][C:21]2[C:14]3[C:13]([NH:12][C:4]4[CH:5]=[C:6]5[C:10](=[CH:11][C:3]=4[O:2][CH3:1])[NH:9][N:8]=[CH:7]5)=[N:18][CH:17]=[N:16][C:15]=3[S:19][C:20]=2[CH2:25]1)=[O:27])([CH3:33])[CH3:32], predict the reactants needed to synthesize it. The reactants are: [CH3:1][O:2][C:3]1[CH:11]=[C:10]2[C:6]([CH:7]=[N:8][NH:9]2)=[CH:5][C:4]=1[NH:12][C:13]1[C:14]2[C:21]3[CH2:22][CH2:23][CH:24]([C:26](O)=[O:27])[CH2:25][C:20]=3[S:19][C:15]=2[N:16]=[CH:17][N:18]=1.[CH3:29][NH:30][CH:31]([CH3:33])[CH3:32].